This data is from Peptide-MHC class I binding affinity with 185,985 pairs from IEDB/IMGT. The task is: Regression. Given a peptide amino acid sequence and an MHC pseudo amino acid sequence, predict their binding affinity value. This is MHC class I binding data. (1) The peptide sequence is YIASIFMPR. The MHC is HLA-B58:01 with pseudo-sequence HLA-B58:01. The binding affinity (normalized) is 0.0847. (2) The peptide sequence is DAEFVMCLEA. The MHC is HLA-A02:03 with pseudo-sequence HLA-A02:03. The binding affinity (normalized) is 0.178. (3) The peptide sequence is PSSDVVAEY. The MHC is HLA-A24:02 with pseudo-sequence HLA-A24:02. The binding affinity (normalized) is 0. (4) The peptide sequence is TCQGSDDIKK. The MHC is HLA-A11:01 with pseudo-sequence HLA-A11:01. The binding affinity (normalized) is 0.124. (5) The peptide sequence is KAKQLCYCPA. The MHC is HLA-A02:01 with pseudo-sequence HLA-A02:01. The binding affinity (normalized) is 0.324. (6) The peptide sequence is LLMRTTWAF. The MHC is HLA-A32:01 with pseudo-sequence HLA-A32:01. The binding affinity (normalized) is 0.952. (7) The peptide sequence is TINDLKMML. The MHC is HLA-C15:02 with pseudo-sequence HLA-C15:02. The binding affinity (normalized) is 0.651. (8) The peptide sequence is LSSKNNEHY. The MHC is HLA-B07:02 with pseudo-sequence HLA-B07:02. The binding affinity (normalized) is 0.0847. (9) The peptide sequence is GLYEAIEEC. The MHC is HLA-A24:02 with pseudo-sequence HLA-A24:02. The binding affinity (normalized) is 0.0847.